Dataset: Catalyst prediction with 721,799 reactions and 888 catalyst types from USPTO. Task: Predict which catalyst facilitates the given reaction. (1) Reactant: [C:1]1([OH:7])[CH:6]=[CH:5][CH:4]=[CH:3][CH:2]=1.C(=O)([O-])[O-].[K+].[K+].[Br:14][CH2:15][CH2:16][CH2:17]Br. Product: [Br:14][CH2:15][CH2:16][CH2:17][O:7][C:1]1[CH:6]=[CH:5][CH:4]=[CH:3][CH:2]=1. The catalyst class is: 21. (2) Reactant: [CH2:1]([O:3][C:4](=[O:21])[CH2:5][N:6]([C:11]([O:13][CH2:14][C:15]1[CH:20]=[CH:19][CH:18]=[CH:17][CH:16]=1)=[O:12])[CH2:7][CH2:8][CH:9]=O)[CH3:2].[C:22]1([C@H:28]([NH2:30])[CH3:29])[CH:27]=[CH:26][CH:25]=[CH:24][CH:23]=1. Product: [CH2:1]([O:3][C:4](=[O:21])[CH2:5][N:6]([C:11]([O:13][CH2:14][C:15]1[CH:20]=[CH:19][CH:18]=[CH:17][CH:16]=1)=[O:12])[CH2:7][CH2:8][CH:9]=[N:30][C@@H:28]([C:22]1[CH:27]=[CH:26][CH:25]=[CH:24][CH:23]=1)[CH3:29])[CH3:2]. The catalyst class is: 4. (3) Reactant: [CH:1]12[CH2:7][CH:4]([NH:5][CH2:6]1)[CH2:3][N:2]2[C:8]1[N:13]2[CH:14]=[CH:15][N:16]=[C:12]2[CH:11]=[C:10]([C:17]2[CH:22]=[CH:21][N:20]=[C:19]([NH:23][CH:24]([C:26]3[CH:31]=[CH:30][CH:29]=[CH:28][CH:27]=3)[CH3:25])[CH:18]=2)[N:9]=1.[CH:32](=O)[C:33]1[CH:38]=[CH:37][CH:36]=[CH:35][CH:34]=1.CO. Product: [CH2:32]([N:5]1[CH2:6][C@@H:1]2[CH2:7][C@H:4]1[CH2:3][N:2]2[C:8]1[N:13]2[CH:14]=[CH:15][N:16]=[C:12]2[CH:11]=[C:10]([C:17]2[CH:22]=[CH:21][N:20]=[C:19]([NH:23][C@H:24]([C:26]3[CH:27]=[CH:28][CH:29]=[CH:30][CH:31]=3)[CH3:25])[CH:18]=2)[N:9]=1)[C:33]1[CH:38]=[CH:37][CH:36]=[CH:35][CH:34]=1. The catalyst class is: 373. (4) Reactant: ClC1C(=O)C(C#N)=C(C#N)C(=O)C=1Cl.[F:15][C:16]([F:48])([F:47])[S:17]([O:20][C:21]1[CH:30]=[CH:29][C:28]2[C:23](=[CH:24][CH:25]=[CH:26][CH:27]=2)[C:22]=1[CH:31]1[C:40]2[C:35](=[CH:36][CH:37]=[CH:38][CH:39]=2)[CH2:34][C@H:33]([C:41]2[CH:46]=[CH:45][CH:44]=[CH:43][CH:42]=2)[NH:32]1)(=[O:19])=[O:18]. Product: [F:48][C:16]([F:15])([F:47])[S:17]([O:20][C:21]1[CH:30]=[CH:29][C:28]2[C:23](=[CH:24][CH:25]=[CH:26][CH:27]=2)[C:22]=1[C:31]1[C:40]2[C:35](=[CH:36][CH:37]=[CH:38][CH:39]=2)[CH2:34][C@H:33]([C:41]2[CH:42]=[CH:43][CH:44]=[CH:45][CH:46]=2)[N:32]=1)(=[O:19])=[O:18]. The catalyst class is: 2. (5) Reactant: Cl.[CH3:2][N:3]([CH3:10])[CH2:4][CH2:5][CH2:6][C:7](O)=[O:8].C[CH2:12][N:13](C(C)C)C(C)C.CN.CN(C(ON1N=NC2C=CC=NC1=2)=[N+](C)C)C.F[P-](F)(F)(F)(F)F. Product: [CH3:2][N:3]([CH3:10])[CH2:4][CH2:5][CH2:6][C:7]([NH:13][CH3:12])=[O:8]. The catalyst class is: 121. (6) Reactant: [O:1]=[C:2]1[N:6]([CH:7]([C:9]2[CH:14]=[CH:13][CH:12]=[CH:11][CH:10]=2)[CH3:8])[CH2:5][CH:4]([CH2:15]OS(C)(=O)=O)[CH2:3]1.O.[F-:22].C([N+](CCCC)(CCCC)CCCC)CCC. Product: [F:22][CH2:15][CH:4]1[CH2:5][N:6]([C@H:7]([C:9]2[CH:14]=[CH:13][CH:12]=[CH:11][CH:10]=2)[CH3:8])[C:2](=[O:1])[CH2:3]1. The catalyst class is: 7.